From a dataset of Reaction yield outcomes from USPTO patents with 853,638 reactions. Predict the reaction yield, written as a fraction of the theoretical maximum amount of product (1.0 means a 100% yield; for example, 0.34 means a 34% yield). (1) The reactants are [Cl:1][C:2]1[CH:7]=[CH:6][C:5]([OH:8])=[CH:4][C:3]=1[C:9]([F:12])([F:11])[F:10].F[C:14]1[CH:23]=[CH:22][C:17]([C:18]([O:20][CH3:21])=[O:19])=[CH:16][CH:15]=1.C(=O)([O-])[O-].[K+].[K+].O. The catalyst is CS(C)=O. The product is [Cl:1][C:2]1[CH:7]=[CH:6][C:5]([O:8][C:14]2[CH:23]=[CH:22][C:17]([C:18]([O:20][CH3:21])=[O:19])=[CH:16][CH:15]=2)=[CH:4][C:3]=1[C:9]([F:10])([F:11])[F:12]. The yield is 0.960. (2) The reactants are [CH2:1]([C:4]1[CH:9]=[CH:8][CH:7]=[CH:6][CH:5]=1)[CH:2]=[CH2:3].C(O)/C=C\[CH2:13][OH:14]. The catalyst is O1CCCC1. The product is [C:4]1([CH2:1][CH:2]=[CH:3][CH2:13][OH:14])[CH:9]=[CH:8][CH:7]=[CH:6][CH:5]=1. The yield is 0.710. (3) The reactants are Cl.[Cl:2][C:3]1[CH:8]=[CH:7][C:6]([F:9])=[CH:5][C:4]=1[CH:10]1[CH2:15][CH2:14][NH:13][CH2:12][CH2:11]1.[C:16]([O:20][C:21]([N:23]1[CH2:28][CH2:27][C:26]2[NH:29][N:30]=[C:31]([C:32](O)=[O:33])[C:25]=2[CH2:24]1)=[O:22])([CH3:19])([CH3:18])[CH3:17].C(N(C(C)C)CC)(C)C.CCN=C=NCCCN(C)C.C1C=CC2N(O)N=NC=2C=1. The catalyst is CN(C=O)C.O. The product is [Cl:2][C:3]1[CH:8]=[CH:7][C:6]([F:9])=[CH:5][C:4]=1[CH:10]1[CH2:11][CH2:12][N:13]([C:32]([C:31]2[C:25]3[CH2:24][N:23]([C:21]([O:20][C:16]([CH3:19])([CH3:18])[CH3:17])=[O:22])[CH2:28][CH2:27][C:26]=3[NH:29][N:30]=2)=[O:33])[CH2:14][CH2:15]1. The yield is 0.600. (4) The reactants are [CH:1]([C:4]1[CH:21]=[CH:20][CH:19]=[C:18]([CH:22]([CH3:24])[CH3:23])[C:5]=1[O:6][C:7]([C:9]1[CH:17]=[CH:16][CH:15]=[CH:14][C:10]=1[C:11](O)=[O:12])=[O:8])([CH3:3])[CH3:2].Cl.C([O:30][C:31](=[O:35])[CH2:32][CH2:33][NH2:34])(C)(C)C.C(N(C(C)C)CC)(C)C.F[P-](F)(F)(F)(F)F.N1(OC(N(C)C)=[N+](C)C)C2C=CC=CC=2N=N1. The catalyst is CN(C=O)C.C(OCC)(=O)C. The product is [CH:22]([C:18]1[CH:19]=[CH:20][CH:21]=[C:4]([CH:1]([CH3:3])[CH3:2])[C:5]=1[O:6][C:7]([C:9]1[CH:17]=[CH:16][CH:15]=[CH:14][C:10]=1[C:11]([NH:34][CH2:33][CH2:32][C:31]([OH:35])=[O:30])=[O:12])=[O:8])([CH3:24])[CH3:23]. The yield is 0.380. (5) The reactants are [OH:1][CH:2]([C:19]1[CH:24]=[CH:23][CH:22]=[CH:21][CH:20]=1)[CH2:3][O:4][C:5]1[CH:18]=[CH:17][C:8]([CH2:9][CH:10]2[S:14][C:13](=[O:15])[NH:12][C:11]2=[O:16])=[CH:7][CH:6]=1.CS(C)=O.O=P12OP3(OP(OP(O3)(O1)=O)(=O)O2)=O.C(N(CC)CC)C. The catalyst is C(Cl)Cl. The product is [O:1]=[C:2]([C:19]1[CH:24]=[CH:23][CH:22]=[CH:21][CH:20]=1)[CH2:3][O:4][C:5]1[CH:18]=[CH:17][C:8]([CH2:9][CH:10]2[S:14][C:13](=[O:15])[NH:12][C:11]2=[O:16])=[CH:7][CH:6]=1. The yield is 0.400.